Dataset: Full USPTO retrosynthesis dataset with 1.9M reactions from patents (1976-2016). Task: Predict the reactants needed to synthesize the given product. (1) Given the product [Cl:5][C:6]1[C:14]2[N:13]=[C:12]3[N:15]([C:19]4[C:20]([CH3:28])=[N:21][C:22]([N:25]([CH3:27])[CH3:26])=[CH:23][CH:24]=4)[CH2:16][CH2:17][CH2:18][N:11]3[C:10]=2[C:9]([CH:29]([OH:30])[CH2:1][CH3:2])=[CH:8][CH:7]=1, predict the reactants needed to synthesize it. The reactants are: [CH2:1]([Mg]Br)[CH3:2].[Cl:5][C:6]1[CH:7]=[CH:8][C:9]([CH:29]=[O:30])=[C:10]2[C:14]=1[N:13]=[C:12]1[N:15]([C:19]3[C:20]([CH3:28])=[N:21][C:22]([N:25]([CH3:27])[CH3:26])=[CH:23][CH:24]=3)[CH2:16][CH2:17][CH2:18][N:11]21. (2) Given the product [CH3:18][NH:19][C:15]([C@H:11]1[CH2:12][CH2:13][CH2:14][N:10]1[C:7]1[CH:6]=[CH:5][C:4]([N+:1]([O-:3])=[O:2])=[CH:9][CH:8]=1)=[O:17], predict the reactants needed to synthesize it. The reactants are: [N+:1]([C:4]1[CH:9]=[CH:8][C:7]([N:10]2[CH2:14][CH2:13][CH2:12][C@@H:11]2[C:15]([OH:17])=O)=[CH:6][CH:5]=1)([O-:3])=[O:2].[CH3:18][N:19](C(ON1N=NC2C=CC=NC1=2)=[N+](C)C)C.F[P-](F)(F)(F)(F)F.CCN(C(C)C)C(C)C.CN. (3) Given the product [C:1]([CH:3]1[CH2:6][N:5]([C:7](=[O:33])[C@H:8]([NH:12][C:13]([C:15]2[C:23]3[C:18](=[N:19][CH:20]=[C:21]([C:42]4[S:43][C:36]5[C:37](=[N:38][CH:39]=[CH:40][C:35]=5[Cl:34])[CH:41]=4)[N:22]=3)[N:17]([CH2:25][O:26][CH2:27][CH2:28][Si:29]([CH3:32])([CH3:31])[CH3:30])[CH:16]=2)=[O:14])[CH:9]2[CH2:11][CH2:10]2)[CH2:4]1)#[N:2], predict the reactants needed to synthesize it. The reactants are: [C:1]([CH:3]1[CH2:6][N:5]([C:7](=[O:33])[C@H:8]([NH:12][C:13]([C:15]2[C:23]3[C:18](=[N:19][CH:20]=[C:21](Br)[N:22]=3)[N:17]([CH2:25][O:26][CH2:27][CH2:28][Si:29]([CH3:32])([CH3:31])[CH3:30])[CH:16]=2)=[O:14])[CH:9]2[CH2:11][CH2:10]2)[CH2:4]1)#[N:2].[Cl:34][C:35]1[CH:40]=[CH:39][N:38]=[C:37]2[CH:41]=[C:42]([Sn](CCCC)(CCCC)CCCC)[S:43][C:36]=12.CCOC(C)=O. (4) Given the product [O:1]=[C:2]([NH:21][NH2:22])[C@@H:3]([C@H:5]([C@@H:7]([C@@H:9]([CH2:11][OH:12])[OH:10])[OH:8])[OH:6])[OH:4], predict the reactants needed to synthesize it. The reactants are: [O:1]=[C:2](O)[C@@H:3]([C@H:5]([C@@H:7]([C@@H:9]([CH2:11][OH:12])[OH:10])[OH:8])[OH:6])[OH:4].C([NH:21][NH2:22])(OC(C)(C)C)=O. (5) Given the product [ClH:17].[ClH:16].[ClH:17].[Cl:17][C:18]1[CH:19]=[CH:20][C:21]([O:35][CH2:36][CH:37]([CH3:39])[CH3:38])=[C:22]([CH2:24][N:25]2[C:29]([CH3:30])=[CH:28][C:27]([C:31]3[NH:14][C:11]4[CH:12]=[CH:13][C:8]([N:5]5[CH2:4][CH2:3][N:2]([CH3:1])[CH2:7][CH2:6]5)=[CH:9][C:10]=4[N:15]=3)=[N:26]2)[CH:23]=1, predict the reactants needed to synthesize it. The reactants are: [CH3:1][N:2]1[CH2:7][CH2:6][N:5]([C:8]2[CH:9]=[C:10]([NH2:15])[C:11]([NH2:14])=[CH:12][CH:13]=2)[CH2:4][CH2:3]1.[ClH:16].[Cl:17][C:18]1[CH:19]=[CH:20][C:21]([O:35][CH2:36][CH:37]([CH3:39])[CH3:38])=[C:22]([CH2:24][N:25]2[C:29]([CH3:30])=[CH:28][C:27]([C:31](=N)OC)=[N:26]2)[CH:23]=1. (6) Given the product [Cl:14][C:13]1[C:8]([CH2:3][C:1]#[N:2])=[N:9][CH:10]=[C:11]([Cl:15])[CH:12]=1, predict the reactants needed to synthesize it. The reactants are: [C:1]([CH:3]([C:8]1[C:13]([Cl:14])=[CH:12][C:11]([Cl:15])=[CH:10][N:9]=1)C(OC)=O)#[N:2].[Cl-].[Na+]. (7) Given the product [Cl:30][C:27]1[CH:26]=[CH:25][C:24]([CH2:23][C:19]2[C:18]([OH:31])=[CH:17][CH:16]=[C:15]3[C:20]=2[C:21](=[O:22])[N:12]([CH2:11][CH2:10][CH2:9][OH:8])[C:13](=[O:34])[N:14]3[CH3:33])=[CH:29][CH:28]=1, predict the reactants needed to synthesize it. The reactants are: C([O:8][CH2:9][CH2:10][CH2:11][N:12]1[C:21](=[O:22])[C:20]2[C:15](=[CH:16][CH:17]=[C:18]([O:31]C)[C:19]=2[CH2:23][C:24]2[CH:29]=[CH:28][C:27]([Cl:30])=[CH:26][CH:25]=2)[N:14]([CH3:33])[C:13]1=[O:34])C1C=CC=CC=1.B(Br)(Br)Br.C([O-])([O-])=O.[Na+].[Na+]. (8) Given the product [O:2]1[CH:6]=[CH:5][CH:4]=[C:3]1[C:7]([NH:9][C:10]1([C:16]([NH:18][CH:19]2[CH2:24][CH2:23][N:22]([C:27]3[CH:32]=[CH:31][C:30]([F:33])=[CH:29][C:28]=3[N+:34]([O-:36])=[O:35])[CH2:21][CH:20]2[OH:25])=[O:17])[CH2:15][CH2:14][CH2:13][CH2:12][CH2:11]1)=[O:8], predict the reactants needed to synthesize it. The reactants are: Cl.[O:2]1[CH:6]=[CH:5][CH:4]=[C:3]1[C:7]([NH:9][C:10]1([C:16]([NH:18][CH:19]2[CH2:24][CH2:23][NH:22][CH2:21][CH:20]2[OH:25])=[O:17])[CH2:15][CH2:14][CH2:13][CH2:12][CH2:11]1)=[O:8].F[C:27]1[CH:32]=[CH:31][C:30]([F:33])=[CH:29][C:28]=1[N+:34]([O-:36])=[O:35].C(N(CC)CC)C. (9) Given the product [NH2:1][C:2]1[N:10]=[C:9]([CH2:11][CH2:12][CH2:13][CH2:14][OH:15])[N:8]=[C:7]2[C:3]=1[N:4]=[C:5]([N:25]1[N:26]=[CH:27][CH:28]=[N:24]1)[N:6]2[CH3:16], predict the reactants needed to synthesize it. The reactants are: [NH2:1][C:2]1[N:10]=[C:9]([CH2:11][CH2:12][CH2:13][CH2:14][OH:15])[N:8]=[C:7]2[C:3]=1[N:4]=[C:5](Br)[N:6]2[CH3:16].C([O-])([O-])=O.[Cs+].[Cs+].[NH:24]1[CH:28]=[CH:27][N:26]=[N:25]1. (10) Given the product [CH2:1]([N:8]1[CH2:9][CH2:10][C:11]2([C:21]3[C:20](=[O:22])[NH:19][C:18](=[O:23])[N:17]([CH2:24][C:25]4[C:30]([C:31]([F:34])([F:32])[F:33])=[CH:29][CH:28]=[CH:27][C:26]=4[F:35])[C:16]=3[CH2:15][CH2:36]2)[CH2:12][CH2:13]1)[C:2]1[CH:7]=[CH:6][CH:5]=[CH:4][CH:3]=1, predict the reactants needed to synthesize it. The reactants are: [CH2:1]([N:8]1[CH2:13][CH2:12][C:11]2([C:21]3[C:20](=[O:22])[NH:19][C:18](=[O:23])[N:17]([CH2:24][C:25]4[C:30]([C:31]([F:34])([F:33])[F:32])=[CH:29][CH:28]=[CH:27][C:26]=4[F:35])[C:16]=3[CH2:15]O2)[CH2:10][CH2:9]1)[C:2]1[CH:7]=[CH:6][CH:5]=[CH:4][CH:3]=1.[CH2:36](N1CCC2(C3C(=O)NC(=O)NC=3CC2)CC1)C1C=CC=CC=1.